Dataset: Reaction yield outcomes from USPTO patents with 853,638 reactions. Task: Predict the reaction yield, written as a fraction of the theoretical maximum amount of product (1.0 means a 100% yield; for example, 0.34 means a 34% yield). The reactants are [S:1]=[C:2]1[C:11]2[C:6](=[CH:7][CH:8]=[CH:9][CH:10]=2)[CH2:5][C:4](=[O:12])[NH:3]1.[C:13]1([C:19](S)([CH3:21])[CH3:20])[CH:18]=[CH:17][CH:16]=[CH:15][CH:14]=1.C(O)(C(F)(F)F)=O. The catalyst is C([O-])(O)=O.[Na+]. The product is [C:13]1([C:19]([S:1][C:2]2[C:11]3[C:6](=[CH:7][CH:8]=[CH:9][CH:10]=3)[CH:5]=[C:4]([OH:12])[N:3]=2)([CH3:21])[CH3:20])[CH:18]=[CH:17][CH:16]=[CH:15][CH:14]=1. The yield is 0.450.